From a dataset of Full USPTO retrosynthesis dataset with 1.9M reactions from patents (1976-2016). Predict the reactants needed to synthesize the given product. Given the product [CH3:12][N:7]1[CH:8]([CH3:11])[CH2:9][CH2:10][N:5]2[C:4](=[O:14])[N:3]=[C:2]([O:25][CH2:24][C:18]3[CH:19]=[C:20]([F:23])[C:21]([F:22])=[C:16]([F:15])[CH:17]=3)[CH:13]=[C:6]12, predict the reactants needed to synthesize it. The reactants are: Cl[C:2]1[CH:13]=[C:6]2[N:7]([CH3:12])[CH:8]([CH3:11])[CH2:9][CH2:10][N:5]2[C:4](=[O:14])[N:3]=1.[F:15][C:16]1[CH:17]=[C:18]([CH2:24][OH:25])[CH:19]=[C:20]([F:23])[C:21]=1[F:22].